This data is from Forward reaction prediction with 1.9M reactions from USPTO patents (1976-2016). The task is: Predict the product of the given reaction. Given the reactants F[C:2]1[C:3]([CH:8]=[O:9])=[N:4][CH:5]=[CH:6][CH:7]=1.[NH:10]1[CH2:15][CH2:14][O:13][CH2:12][CH2:11]1.C([O-])([O-])=O.[K+].[K+].C([O-])(O)=O.[Na+], predict the reaction product. The product is: [O:13]1[CH2:14][CH2:15][N:10]([C:2]2[C:3]([CH:8]=[O:9])=[N:4][CH:5]=[CH:6][CH:7]=2)[CH2:11][CH2:12]1.